Dataset: Forward reaction prediction with 1.9M reactions from USPTO patents (1976-2016). Task: Predict the product of the given reaction. Given the reactants CO[C:3](=[O:14])[C:4]1[C:9]([I:10])=[CH:8][C:7]([Cl:11])=[CH:6][C:5]=1[CH2:12]Br.[F:15][C:16]([F:27])([F:26])[O:17][C:18]1[CH:25]=[CH:24][C:21]([CH2:22][NH2:23])=[CH:20][CH:19]=1.C([O-])([O-])=O.[K+].[K+].C(OCC)(=O)C, predict the reaction product. The product is: [Cl:11][C:7]1[CH:6]=[C:5]2[C:4](=[C:9]([I:10])[CH:8]=1)[C:3](=[O:14])[N:23]([CH2:22][C:21]1[CH:24]=[CH:25][C:18]([O:17][C:16]([F:15])([F:26])[F:27])=[CH:19][CH:20]=1)[CH2:12]2.